From a dataset of Forward reaction prediction with 1.9M reactions from USPTO patents (1976-2016). Predict the product of the given reaction. Given the reactants O=[C:2]1[CH2:8][CH2:7][CH2:6][CH2:5][CH2:4][CH:3]1[C:9]([O:11]C)=O.[NH2:13][C:14]1[CH:15]=[C:16]([CH:21]=[C:22]([F:24])[CH:23]=1)[C:17]([O:19][CH3:20])=[O:18].O1CCOCC1, predict the reaction product. The product is: [F:24][C:22]1[CH:21]=[C:16]([C:17]([O:19][CH3:20])=[O:18])[C:15]2[C:9](=[O:11])[C:3]3[CH2:4][CH2:5][CH2:6][CH2:7][CH2:8][C:2]=3[NH:13][C:14]=2[CH:23]=1.